Predict the reaction yield, written as a fraction of the theoretical maximum amount of product (1.0 means a 100% yield; for example, 0.34 means a 34% yield). From a dataset of Reaction yield outcomes from USPTO patents with 853,638 reactions. (1) The reactants are [CH3:1][C:2]1[CH:7]=[C:6]([C:8]2[CH:13]=[CH:12][C:11]([NH2:14])=[CH:10][CH:9]=2)[CH:5]=[CH:4][N:3]=1.[CH3:15][CH:16]([CH3:29])[CH2:17][CH:18]([C:22]1[CH:23]=[C:24]([CH3:28])[CH:25]=[CH:26][CH:27]=1)[C:19](O)=[O:20].C1CN([P+](ON2N=NC3C=CC=CC2=3)(N2CCCC2)N2CCCC2)CC1.F[P-](F)(F)(F)(F)F.C(N(C(C)C)CC)(C)C. The catalyst is CN(C=O)C.C(Cl)Cl.CCOC(C)=O.C(Cl)Cl. The product is [CH3:15][CH:16]([CH3:29])[CH2:17][CH:18]([C:22]1[CH:23]=[C:24]([CH3:28])[CH:25]=[CH:26][CH:27]=1)[C:19]([NH:14][C:11]1[CH:12]=[CH:13][C:8]([C:6]2[CH:5]=[CH:4][N:3]=[C:2]([CH3:1])[CH:7]=2)=[CH:9][CH:10]=1)=[O:20]. The yield is 0.856. (2) The reactants are [Br:1][C:2]1[CH:7]=[C:6](C)[C:5]([N:9]2[CH2:13][CH2:12][NH:11][C:10]2=[O:14])=[C:4]([CH2:15][CH3:16])[CH:3]=1.[H-].[Na+].Br[CH2:20][C:21]([O:23][CH2:24][CH3:25])=[O:22]. The catalyst is CN(C=O)C. The product is [Br:1][C:2]1[CH:7]=[CH:6][C:5]([N:9]2[CH2:13][CH2:12][N:11]([CH2:20][C:21]([O:23][CH2:24][CH3:25])=[O:22])[C:10]2=[O:14])=[C:4]([CH2:15][CH3:16])[CH:3]=1. The yield is 0.606. (3) The reactants are Br[C:2]1[CH:7]=[C:6]([CH2:8][CH3:9])[CH:5]=[CH:4][C:3]=1[OH:10].[S:11]1[CH:15]=[CH:14][CH:13]=[C:12]1B(O)O.C(=O)([O-])[O-].[Na+].[Na+]. The catalyst is C(COC)OC.O. The product is [CH2:8]([C:6]1[CH:5]=[CH:4][C:3]([OH:10])=[C:2]([C:12]2[S:11][CH:15]=[CH:14][CH:13]=2)[CH:7]=1)[CH3:9]. The yield is 0.400. (4) The reactants are [C:1]1([C:7]2[N:11]=[C:10]([CH:12](C)[CH2:13][C:14](OC)=O)[O:9][N:8]=2)[CH:6]=[CH:5][CH:4]=[CH:3][CH:2]=1.[OH-:19].[Na+].Cl.[CH3:22][OH:23]. No catalyst specified. The product is [C:1]1([C:7]2[N:11]=[C:10]([CH2:12][CH2:13][CH2:14][C:22]([OH:23])=[O:19])[O:9][N:8]=2)[CH:2]=[CH:3][CH:4]=[CH:5][CH:6]=1. The yield is 0.990.